This data is from Full USPTO retrosynthesis dataset with 1.9M reactions from patents (1976-2016). The task is: Predict the reactants needed to synthesize the given product. Given the product [Cl:1][C:2]1[N:6]2[CH:7]=[C:8]([CH:15]3[CH2:19][CH2:18][O:17][CH2:16]3)[CH:9]=[C:10]([C:11]([F:13])([F:12])[F:14])[C:5]2=[N:4][C:3]=1[C:20]([O:22][CH3:23])=[O:21], predict the reactants needed to synthesize it. The reactants are: [Cl:1][C:2]1[N:6]2[CH:7]=[C:8]([CH:15]3[CH:19]=[CH:18][O:17][CH2:16]3)[CH:9]=[C:10]([C:11]([F:14])([F:13])[F:12])[C:5]2=[N:4][C:3]=1[C:20]([O:22][CH3:23])=[O:21].C1(SC2C=CC=CC=2)C=CC=CC=1.[H][H].